This data is from Forward reaction prediction with 1.9M reactions from USPTO patents (1976-2016). The task is: Predict the product of the given reaction. (1) Given the reactants [S].[BH4-].[Na+].[CH2:4]([O:7][C:8]1[CH:9]=[C:10]([N:18]2[CH2:23][CH2:22][O:21][CH2:20][CH2:19]2)[CH:11]=[C:12]([F:17])[C:13]=1[N+:14]([O-])=O)[CH:5]=[CH2:6], predict the reaction product. The product is: [CH2:4]([O:7][C:8]1[CH:9]=[C:10]([N:18]2[CH2:23][CH2:22][O:21][CH2:20][CH2:19]2)[CH:11]=[C:12]([F:17])[C:13]=1[NH2:14])[CH:5]=[CH2:6]. (2) Given the reactants CCCC[N+](CCCC)(CCCC)CCCC.[F-].[Cl:19][C:20]1[C:21]([C:49]2[CH:54]=[CH:53][C:52]([C:55]3([CH2:58][OH:59])[CH2:57][CH2:56]3)=[CH:51][CH:50]=2)=[CH:22][C:23]2[N:27]=[C:26]([O:28][C:29]3[CH:30]=[CH:31][C:32]([CH3:39])=[C:33]([CH:38]=3)[C:34]([O:36]C)=[O:35])[N:25](COCC[Si](C)(C)C)[C:24]=2[CH:48]=1, predict the reaction product. The product is: [Cl:19][C:20]1[C:21]([C:49]2[CH:54]=[CH:53][C:52]([C:55]3([CH2:58][OH:59])[CH2:56][CH2:57]3)=[CH:51][CH:50]=2)=[CH:22][C:23]2[N:27]=[C:26]([O:28][C:29]3[CH:30]=[CH:31][C:32]([CH3:39])=[C:33]([CH:38]=3)[C:34]([OH:36])=[O:35])[NH:25][C:24]=2[CH:48]=1. (3) Given the reactants [NH2:1][C:2]1[C:11]2[N:12]=[C:13]([CH2:20][O:21][CH2:22][CH3:23])[N:14]([CH2:15][C:16]([OH:19])([CH3:18])[CH3:17])[C:10]=2[C:9]2[CH:8]=[CH:7][C:6]([OH:24])=[CH:5][C:4]=2[N:3]=1.C(=O)([O-])[O-].[Cs+].[Cs+].[CH2:31](Br)[C:32]#[CH:33].C(=O)([O-])[O-].[K+].[K+], predict the reaction product. The product is: [NH2:1][C:2]1[C:11]2[N:12]=[C:13]([CH2:20][O:21][CH2:22][CH3:23])[N:14]([CH2:15][C:16]([CH3:18])([OH:19])[CH3:17])[C:10]=2[C:9]2[CH:8]=[CH:7][C:6]([O:24][CH2:33][C:32]#[CH:31])=[CH:5][C:4]=2[N:3]=1.